This data is from TCR-epitope binding with 47,182 pairs between 192 epitopes and 23,139 TCRs. The task is: Binary Classification. Given a T-cell receptor sequence (or CDR3 region) and an epitope sequence, predict whether binding occurs between them. The epitope is YEGNSPFHPL. The TCR CDR3 sequence is CATSRERKGTDTEAFF. Result: 0 (the TCR does not bind to the epitope).